From a dataset of Reaction yield outcomes from USPTO patents with 853,638 reactions. Predict the reaction yield, written as a fraction of the theoretical maximum amount of product (1.0 means a 100% yield; for example, 0.34 means a 34% yield). (1) The reactants are C(Cl)(=O)C(Cl)=O.[F:7][C:8]1[CH:22]=[CH:21][CH:20]=[C:19]([F:23])[C:9]=1[CH2:10][N:11]1[CH:15]=[C:14]([C:16](O)=[O:17])[N:13]=[N:12]1.[Cl-].[NH4+:25].C(=O)(O)[O-].[Na+]. The catalyst is C1COCC1. The product is [F:7][C:8]1[CH:22]=[CH:21][CH:20]=[C:19]([F:23])[C:9]=1[CH2:10][N:11]1[CH:15]=[C:14]([C:16]([NH2:25])=[O:17])[N:13]=[N:12]1. The yield is 0.562. (2) The reactants are CC(C)([O-])C.[K+].[OH:7][C:8]1[CH:9]=[N:10][CH:11]=[CH:12][CH:13]=1.Cl[CH2:15][C:16]([NH:18][CH:19]1[CH2:24][CH2:23][N:22]([C:25]([O:27][C:28]([CH3:31])([CH3:30])[CH3:29])=[O:26])[CH2:21][CH2:20]1)=[O:17]. The catalyst is C1COCC1. The product is [N:10]1[CH:11]=[CH:12][CH:13]=[C:8]([O:7][CH2:15][C:16]([NH:18][CH:19]2[CH2:24][CH2:23][N:22]([C:25]([O:27][C:28]([CH3:31])([CH3:30])[CH3:29])=[O:26])[CH2:21][CH2:20]2)=[O:17])[CH:9]=1. The yield is 0.420. (3) The reactants are [C:1]([NH:5][S:6]([C:9]1[CH:14]=[CH:13][CH:12]=[CH:11][CH:10]=1)(=[O:8])=[O:7])([CH3:4])([CH3:3])[CH3:2].C([Li])(C)(C)C.[CH2:20]([N:27]1[CH2:31][CH2:30][C:29](=[O:32])[CH2:28]1)[C:21]1[CH:26]=[CH:25][CH:24]=[CH:23][CH:22]=1. The catalyst is CCCCC.CCOCC. The product is [CH2:20]([N:27]1[CH2:31][CH2:30][C:29]([C:10]2[CH:11]=[CH:12][CH:13]=[CH:14][C:9]=2[S:6]([NH:5][C:1]([CH3:4])([CH3:2])[CH3:3])(=[O:8])=[O:7])([OH:32])[CH2:28]1)[C:21]1[CH:22]=[CH:23][CH:24]=[CH:25][CH:26]=1. The yield is 0.390. (4) The reactants are [NH2:1][C:2]1[C:7]([C:8]#[N:9])=[CH:6][CH:5]=[CH:4][N:3]=1.[Br:10]Br. The catalyst is C(O)C. The product is [NH2:1][C:2]1[N:3]=[CH:4][C:5]([Br:10])=[CH:6][C:7]=1[C:8]#[N:9]. The yield is 0.940. (5) The reactants are [CH2:1]([NH:4][C:5](=[O:11])[O:6][C:7]([CH3:10])([CH3:9])[CH3:8])[CH:2]=[CH2:3].B1C2CCCC1CCC2.C([O-])([O-])=O.[Cs+].[Cs+].I[C:28]1[CH:37]=[CH:36][CH:35]=[CH:34][C:29]=1[C:30]([O:32][CH3:33])=[O:31]. The catalyst is C1COCC1.CCOC(C)=O.C1C=CC(P(C2C=CC=CC=2)[C-]2C=CC=C2)=CC=1.C1C=CC(P(C2C=CC=CC=2)[C-]2C=CC=C2)=CC=1.Cl[Pd]Cl.[Fe+2]. The product is [C:7]([O:6][C:5]([NH:4][CH2:1][CH2:2][CH2:3][C:28]1[CH:37]=[CH:36][CH:35]=[CH:34][C:29]=1[C:30]([O:32][CH3:33])=[O:31])=[O:11])([CH3:10])([CH3:9])[CH3:8]. The yield is 0.930.